From a dataset of Forward reaction prediction with 1.9M reactions from USPTO patents (1976-2016). Predict the product of the given reaction. (1) Given the reactants [C:1]1([CH:7]([C:13]2[CH:18]=[CH:17][CH:16]=[CH:15][CH:14]=2)[C:8](OCC)=O)[CH:6]=[CH:5][CH:4]=[CH:3][CH:2]=1.[CH3:19][CH:20]1[O:25][CH:24]([CH3:26])[CH2:23][N:22]([C:27]2[CH:32]=[CH:31][C:30]([NH:33][C:34](=[S:37])[NH:35][NH2:36])=[CH:29][CH:28]=2)[CH2:21]1, predict the reaction product. The product is: [CH3:19][CH:20]1[O:25][CH:24]([CH3:26])[CH2:23][N:22]([C:27]2[CH:28]=[CH:29][C:30]([N:33]3[C:8]([CH:7]([C:1]4[CH:2]=[CH:3][CH:4]=[CH:5][CH:6]=4)[C:13]4[CH:14]=[CH:15][CH:16]=[CH:17][CH:18]=4)=[N:36][NH:35][C:34]3=[S:37])=[CH:31][CH:32]=2)[CH2:21]1. (2) Given the reactants [Cl:1][C:2]1[CH:7]=[C:6]([F:8])[CH:5]=[CH:4][C:3]=1[C@@H:9]([NH:23][S:24]([C:26]([CH3:29])([CH3:28])[CH3:27])=[O:25])[C:10]1[S:14][C:13]([NH:15]C(=O)OC(C)(C)C)=[N:12][CH:11]=1.C(O)(C(F)(F)F)=O, predict the reaction product. The product is: [NH2:15][C:13]1[S:14][C:10]([C@H:9]([C:3]2[CH:4]=[CH:5][C:6]([F:8])=[CH:7][C:2]=2[Cl:1])[NH:23][S@@:24]([C:26]([CH3:29])([CH3:28])[CH3:27])=[O:25])=[CH:11][N:12]=1. (3) Given the reactants [CH3:1][N:2]1[CH:6]=[C:5]([N:7]2[C:19]3[C:18]4[CH:17]=[C:16]([C:20]5[CH:21]=[N:22][CH:23]=[C:24]([C:26]([OH:29])([CH3:28])[CH3:27])[CH:25]=5)[CH:15]=[CH:14][C:13]=4[N:12]=[CH:11][C:10]=3[N:9]([CH3:30])[C:8]2=[O:31])[C:4]([CH3:32])=[N:3]1.I[CH2:34][CH3:35].IC, predict the reaction product. The product is: [CH3:1][N:2]1[CH:6]=[C:5]([N:7]2[C:19]3[C:18]4[CH:17]=[C:16]([C:20]5[CH:21]=[N:22][CH:23]=[C:24]([C:26]([O:29][CH2:34][CH3:35])([CH3:28])[CH3:27])[CH:25]=5)[CH:15]=[CH:14][C:13]=4[N:12]=[CH:11][C:10]=3[N:9]([CH3:30])[C:8]2=[O:31])[C:4]([CH3:32])=[N:3]1. (4) The product is: [CH:17]([C:14]1[CH:13]=[CH:12][C:11]([CH:7]2[C:6]3[C:5]([CH3:20])=[C:4]([NH:21][C:22](=[O:28])[CH2:23][C:24]([CH3:27])([CH3:26])[CH3:25])[C:3]([CH3:29])=[C:2]([C:32]4[CH:31]=[N:30][CH:35]=[CH:34][CH:33]=4)[C:10]=3[O:9][CH2:8]2)=[CH:16][CH:15]=1)([CH3:19])[CH3:18]. Given the reactants Br[C:2]1[C:10]2[O:9][CH2:8][CH:7]([C:11]3[CH:16]=[CH:15][C:14]([CH:17]([CH3:19])[CH3:18])=[CH:13][CH:12]=3)[C:6]=2[C:5]([CH3:20])=[C:4]([NH:21][C:22](=[O:28])[CH2:23][C:24]([CH3:27])([CH3:26])[CH3:25])[C:3]=1[CH3:29].[N:30]1[CH:35]=[CH:34][CH:33]=[C:32](B(O)O)[CH:31]=1, predict the reaction product. (5) Given the reactants [CH2:1]([NH:8][CH2:9][C@H:10]1[CH2:15][O:14][C:13]2[CH:16]=[CH:17][C:18]([N+:24]([O-])=O)=[C:19]([CH2:20][C:21](O)=[O:22])[C:12]=2[O:11]1)[C:2]1[CH:7]=[CH:6][CH:5]=[CH:4][CH:3]=1.O.[C:28]1([CH3:38])[CH:33]=[CH:32][C:31]([S:34]([OH:37])(=[O:36])=[O:35])=[CH:30][CH:29]=1, predict the reaction product. The product is: [CH3:38][C:28]1[CH:29]=[CH:30][C:31]([S:34]([OH:37])(=[O:36])=[O:35])=[CH:32][CH:33]=1.[CH2:1]([NH:8][CH2:9][C@@H:10]1[O:11][C:12]2=[C:19]3[C:18](=[CH:17][CH:16]=[C:13]2[O:14][CH2:15]1)[NH:24][C:21](=[O:22])[CH2:20]3)[C:2]1[CH:7]=[CH:6][CH:5]=[CH:4][CH:3]=1. (6) Given the reactants [Si:1](Cl)([C:4]([CH3:7])([CH3:6])[CH3:5])([CH3:3])[CH3:2].[NH2:9][C:10]1[S:11][C:12]([C:17]([O:19][CH3:20])=[O:18])=[C:13]([CH2:15][OH:16])[N:14]=1.N1C=CN=C1, predict the reaction product. The product is: [NH2:9][C:10]1[S:11][C:12]([C:17]([O:19][CH3:20])=[O:18])=[C:13]([CH2:15][O:16][Si:1]([C:4]([CH3:7])([CH3:6])[CH3:5])([CH3:3])[CH3:2])[N:14]=1. (7) The product is: [CH2:14]([NH:13][CH:7]1[CH2:12][CH2:11][CH2:10][CH2:9][CH2:8]1)[CH:15]([CH3:17])[CH3:16]. Given the reactants [H-].[Al+3].[Li+].[H-].[H-].[H-].[CH:7]1([NH:13][C:14](=O)[CH:15]([CH3:17])[CH3:16])[CH2:12][CH2:11][CH2:10][CH2:9][CH2:8]1.O.[OH-].[Na+], predict the reaction product.